Regression. Given a peptide amino acid sequence and an MHC pseudo amino acid sequence, predict their binding affinity value. This is MHC class I binding data. From a dataset of Peptide-MHC class I binding affinity with 185,985 pairs from IEDB/IMGT. (1) The peptide sequence is GMFNMLSTV. The MHC is HLA-B15:01 with pseudo-sequence HLA-B15:01. The binding affinity (normalized) is 0.570. (2) The peptide sequence is KLSNAKWLA. The MHC is HLA-B07:02 with pseudo-sequence HLA-B07:02. The binding affinity (normalized) is 0.0847. (3) The peptide sequence is NPQGERRAF. The MHC is HLA-A29:02 with pseudo-sequence HLA-A29:02. The binding affinity (normalized) is 0.213. (4) The MHC is HLA-B08:03 with pseudo-sequence HLA-B08:03. The peptide sequence is IEAGDEVFF. The binding affinity (normalized) is 0.0847. (5) The peptide sequence is IFGPLWILQA. The MHC is Patr-A0701 with pseudo-sequence Patr-A0701. The binding affinity (normalized) is 0.594. (6) The peptide sequence is AELTGYGTV. The MHC is HLA-B40:02 with pseudo-sequence HLA-B40:02. The binding affinity (normalized) is 0.772. (7) The peptide sequence is VTFKNPHA. The MHC is H-2-Db with pseudo-sequence H-2-Db. The binding affinity (normalized) is 0. (8) The peptide sequence is QELKNSAVSL. The MHC is HLA-A23:01 with pseudo-sequence HLA-A23:01. The binding affinity (normalized) is 0.